From a dataset of Reaction yield outcomes from USPTO patents with 853,638 reactions. Predict the reaction yield, written as a fraction of the theoretical maximum amount of product (1.0 means a 100% yield; for example, 0.34 means a 34% yield). (1) The reactants are [C:1]1([C:7]2[CH:11]=[C:10]([NH2:12])[NH:9][N:8]=2)[CH:6]=[CH:5][CH:4]=[CH:3][CH:2]=1.[O:13]1[CH:17]=[CH:16][CH:15]=[C:14]1[C:18](=O)[CH2:19][C:20](OC)=[O:21]. The catalyst is C(O)(=O)C. The product is [O:13]1[CH:17]=[CH:16][CH:15]=[C:14]1[C:18]1[NH:12][C:10]2[N:9]([N:8]=[C:7]([C:1]3[CH:2]=[CH:3][CH:4]=[CH:5][CH:6]=3)[CH:11]=2)[C:20](=[O:21])[CH:19]=1. The yield is 0.650. (2) The reactants are C(N(CC)C(C)C)(C)C.[F:10][C:11]1[C:16]([F:17])=[CH:15][CH:14]=[CH:13][C:12]=1[C@@:18]([NH:23][S@@:24]([C:26]([CH3:29])([CH3:28])[CH3:27])=[O:25])([CH2:20][CH2:21][OH:22])[CH3:19].S(=O)(=O)=O.N1C=CC=CC=1.O. The catalyst is C(Cl)Cl.CS(C)=O. The yield is 1.02. The product is [F:10][C:11]1[C:16]([F:17])=[CH:15][CH:14]=[CH:13][C:12]=1[C@@:18]([NH:23][S@@:24]([C:26]([CH3:29])([CH3:28])[CH3:27])=[O:25])([CH2:20][CH:21]=[O:22])[CH3:19]. (3) The reactants are Br[C:2]1[CH:3]=[C:4]([N:8]2[C:12]3=[N:13][CH:14]=[C:15]([C:17]4[CH:21]=[CH:20][N:19]([CH3:22])[N:18]=4)[CH:16]=[C:11]3[C:10]([C:23]([NH2:25])=[O:24])=[N:9]2)[CH:5]=[CH:6][CH:7]=1.[C:26]([C@:28]1([OH:35])[CH2:32][CH2:31][N:30]([CH3:33])[C:29]1=[O:34])#[CH:27]. No catalyst specified. The product is [OH:35][C@@:28]1([C:26]#[C:27][C:2]2[CH:3]=[C:4]([N:8]3[C:12]4=[N:13][CH:14]=[C:15]([C:17]5[CH:21]=[CH:20][N:19]([CH3:22])[N:18]=5)[CH:16]=[C:11]4[C:10]([C:23]([NH2:25])=[O:24])=[N:9]3)[CH:5]=[CH:6][CH:7]=2)[CH2:32][CH2:31][N:30]([CH3:33])[C:29]1=[O:34]. The yield is 0.0100. (4) The reactants are [SH:1][C:2]1[N:7]=[CH:6][C:5]([C:8]([OH:10])=[O:9])=[CH:4][CH:3]=1.C([O-])(=O)C.[Na+].[F:16][C:17]([F:22])([F:21])[CH2:18][CH2:19]I. The yield is 0.570. The product is [F:16][C:17]([F:22])([F:21])[CH2:18][CH2:19][S:1][C:2]1[N:7]=[CH:6][C:5]([C:8]([OH:10])=[O:9])=[CH:4][CH:3]=1. The catalyst is CCO. (5) The reactants are [NH2:1][C:2]1[CH:7]=[CH:6][CH:5]=[CH:4][N:3]=1.[F:8][CH:9]([F:13])[C:10](O)=[O:11].CCN=C=NCCCN(C)C.Cl. The catalyst is ClCCl.CN(C1C=CN=CC=1)C. The product is [F:8][CH:9]([F:13])[C:10]([N:1]=[C:2]1[CH:7]=[CH:6][CH:5]=[CH:4][NH:3]1)=[O:11]. The yield is 0.140. (6) The reactants are [F:1][C:2]([F:14])([O:6][C:7]1[CH:8]=[C:9]([CH3:13])[CH:10]=[CH:11][CH:12]=1)[CH:3]([F:5])[F:4].[Br:15]N1C(=O)CCC1=O. The catalyst is C(Cl)(Cl)(Cl)Cl.N(C(C)(C)C#N)=NC(C)(C)C#N. The product is [F:1][C:2]([F:14])([O:6][C:7]1[CH:8]=[C:9]([CH2:13][Br:15])[CH:10]=[CH:11][CH:12]=1)[CH:3]([F:4])[F:5]. The yield is 0.960. (7) The reactants are [CH3:1][O:2][C:3]1[CH:4]=[C:5]2[C:10](=[CH:11][C:12]=1[O:13][CH3:14])[N:9]=[CH:8][CH:7]=[C:6]2[O:15][C:16]1[C:22]([CH3:23])=[CH:21][C:19]([NH2:20])=[C:18]([CH3:24])[CH:17]=1.C(N(CC)CC)C.[C:32](Cl)(Cl)=[S:33].[CH:36]([N:39]([CH:43]([CH3:45])[CH3:44])[CH2:40][CH2:41][NH2:42])([CH3:38])[CH3:37]. The catalyst is CN(C)C=O.C(OCC)(=O)C. The product is [CH3:1][O:2][C:3]1[CH:4]=[C:5]2[C:10](=[CH:11][C:12]=1[O:13][CH3:14])[N:9]=[CH:8][CH:7]=[C:6]2[O:15][C:16]1[C:22]([CH3:23])=[CH:21][C:19]([NH:20][C:32]([NH:42][CH2:41][CH2:40][N:39]([CH:43]([CH3:45])[CH3:44])[CH:36]([CH3:38])[CH3:37])=[S:33])=[C:18]([CH3:24])[CH:17]=1. The yield is 0.170. (8) The catalyst is O. The yield is 0.930. The product is [CH3:15][NH:16][C:2]1[C:7]([C:8]#[N:9])=[CH:6][N:5]=[CH:4][CH:3]=1. The reactants are Cl[C:2]1[C:7]([C:8]#[N:9])=[CH:6][N:5]=[CH:4][CH:3]=1.C(OCC)C.[CH3:15][NH2:16].